From a dataset of Reaction yield outcomes from USPTO patents with 853,638 reactions. Predict the reaction yield, written as a fraction of the theoretical maximum amount of product (1.0 means a 100% yield; for example, 0.34 means a 34% yield). The reactants are [C:1]([C:4]1[CH:9]=[CH:8][C:7]([C:10]2[CH:15]=[C:14]([C:16]3[N:20]4[CH:21]=[CH:22][CH:23]=[CH:24][C:19]4=[N:18][C:17]=3[C:25]3[CH:30]=[CH:29][CH:28]=[C:27]([CH3:31])[N:26]=3)[CH:13]=[CH:12][N:11]=2)=[CH:6][CH:5]=1)([OH:3])=O.[CH3:32][O:33][CH2:34][CH2:35][CH2:36][NH2:37]. The catalyst is C(Cl)Cl.CCCCC. The product is [CH3:31][C:27]1[N:26]=[C:25]([C:17]2[N:18]=[C:19]3[CH:24]=[CH:23][CH:22]=[CH:21][N:20]3[C:16]=2[C:14]2[CH:13]=[CH:12][N:11]=[C:10]([C:7]3[CH:8]=[CH:9][C:4]([C:1]([NH:37][CH2:36][CH2:35][CH2:34][O:33][CH3:32])=[O:3])=[CH:5][CH:6]=3)[CH:15]=2)[CH:30]=[CH:29][CH:28]=1. The yield is 0.447.